This data is from Forward reaction prediction with 1.9M reactions from USPTO patents (1976-2016). The task is: Predict the product of the given reaction. (1) Given the reactants [OH:1][C:2]1[CH:11]=[CH:10][C:5]([C:6]([O:8][CH3:9])=[O:7])=[CH:4][C:3]=1[O:12][CH3:13].[CH3:14][C:15](=[CH2:18])[CH2:16]O.C1(P(C2C=CC=CC=2)C2C=CC=CC=2)C=CC=CC=1.CC(OC(/N=N/C(OC(C)C)=O)=O)C, predict the reaction product. The product is: [CH3:13][O:12][C:3]1[CH:4]=[C:5]([CH:10]=[CH:11][C:2]=1[O:1][CH2:16][C:15]([CH3:18])=[CH2:14])[C:6]([O:8][CH3:9])=[O:7]. (2) Given the reactants C1(C2N=[C:12]([N:14]3[CH2:19]CN(C4C=CC=CC=4OC)C[CH2:15]3)[C:11]3[C:6](=CC(OC)=C(OC)C=3)[N:5]=2)CC1.[CH3:32][O:33][C:34]1[CH:39]=[C:38]([C:40]([O:42]C)=O)[C:37]([NH2:44])=[CH:36][C:35]=1[O:45][CH3:46].CN(C)CCC#N.Cl.O1CCOCC1, predict the reaction product. The product is: [CH3:15][N:14]([CH3:19])[CH2:12][CH2:11][C:6]1[N:5]=[C:40]([OH:42])[C:38]2[C:37](=[CH:36][C:35]([O:45][CH3:46])=[C:34]([O:33][CH3:32])[CH:39]=2)[N:44]=1. (3) Given the reactants [CH2:1]([C:3]1[CH:4]=[C:5]2[C:10](=[CH:11][CH:12]=1)[N:9]=[C:8]([C:13]1[CH:18]=[CH:17][CH:16]=[CH:15][CH:14]=1)[C:7]([CH2:19][CH2:20][OH:21])=[CH:6]2)[CH3:2].[Na], predict the reaction product. The product is: [CH2:1]([C:3]1[CH:4]=[C:5]2[C:10](=[CH:11][CH:12]=1)[NH:9][C@@H:8]([C:13]1[CH:18]=[CH:17][CH:16]=[CH:15][CH:14]=1)[C@H:7]([CH2:19][CH2:20][OH:21])[CH2:6]2)[CH3:2]. (4) Given the reactants C(C1C=C(NC(=O)CCCC2C=CC([B:25]([OH:27])[OH:26])=CC=2)C=CC=1S(CC)(=O)=O)#N.Br[C:30]1[CH:35]=[CH:34][C:33]([CH2:36][CH2:37][CH2:38][C:39]([NH:41][C:42]2[CH:43]=[CH:44][C:45]([S:58]([CH2:61][CH3:62])(=[O:60])=[O:59])=[C:46]([CH:57]=2)[CH2:47][N:48]([CH3:56])[C:49](=[O:55])[O:50][C:51]([CH3:54])([CH3:53])[CH3:52])=[O:40])=[CH:32][CH:31]=1.CC1(C)COB(B2OCC(C)(C)CO2)OC1.B(O)O, predict the reaction product. The product is: [C:51]([O:50][C:49]([N:48]([CH2:47][C:46]1[CH:57]=[C:42]([NH:41][C:39](=[O:40])[CH2:38][CH2:37][CH2:36][C:33]2[CH:34]=[CH:35][C:30]([B:25]([OH:27])[OH:26])=[CH:31][CH:32]=2)[CH:43]=[CH:44][C:45]=1[S:58]([CH2:61][CH3:62])(=[O:60])=[O:59])[CH3:56])=[O:55])([CH3:54])([CH3:53])[CH3:52].